From a dataset of Reaction yield outcomes from USPTO patents with 853,638 reactions. Predict the reaction yield, written as a fraction of the theoretical maximum amount of product (1.0 means a 100% yield; for example, 0.34 means a 34% yield). (1) The reactants are [CH2:1]([S:8]([CH2:11][C:12](O)=O)(=[O:10])=[O:9])[C:2]1[CH:7]=[CH:6][CH:5]=[CH:4][CH:3]=1.[Cl:15][C:16]1[CH:23]=[CH:22][C:19](C=O)=[CH:18][CH:17]=1. No catalyst specified. The product is [CH2:1]([S:8](/[CH:11]=[CH:12]/[C:19]1[CH:22]=[CH:23][C:16]([Cl:15])=[CH:17][CH:18]=1)(=[O:10])=[O:9])[C:2]1[CH:7]=[CH:6][CH:5]=[CH:4][CH:3]=1. The yield is 0.780. (2) The reactants are C1(P(=O)(C2C=CC=CC=2)C2C=CC=CC=2)C=CC=CC=1.FC(F)(F)S(OS(C(F)(F)F)(=O)=O)(=O)=O.C([S:43][CH:44]([C:69]#[N:70])[CH2:45][NH:46][C:47]([C:49]1[NH:50][C:51]2[C:56]([CH:57]=1)=[C:55]([CH3:58])[CH:54]=[CH:53][C:52]=2[N:59]([CH3:68])[S:60]([C:63]1[S:64][CH:65]=[CH:66][CH:67]=1)(=[O:62])=[O:61])=O)C1C=CC=CC=1.CSC.C(=O)([O-])O.[Na+]. The catalyst is C(#N)C. The product is [C:69]([CH:44]1[S:43][C:47]([C:49]2[NH:50][C:51]3[C:56]([CH:57]=2)=[C:55]([CH3:58])[CH:54]=[CH:53][C:52]=3[N:59]([CH3:68])[S:60]([C:63]2[S:64][CH:65]=[CH:66][CH:67]=2)(=[O:62])=[O:61])=[N:46][CH2:45]1)#[N:70]. The yield is 0.670. (3) The reactants are C(OC([N:8]1[CH2:13][CH2:12][C:11]2[C:14]([C:18](=O)[C:19]3[CH:24]=[CH:23][CH:22]=[CH:21][CH:20]=3)=[C:15]([NH2:17])[S:16][C:10]=2[CH2:9]1)=O)(C)(C)C.[CH:26]1([C:29](=[O:34])[CH2:30][C:31](=O)[CH3:32])[CH2:28][CH2:27]1. The catalyst is C(O)(=O)C.S(=O)(=O)(O)O. The product is [CH:26]1([C:29]([C:30]2[C:31]([CH3:32])=[N:17][C:15]3[S:16][C:10]4[CH2:9][NH:8][CH2:13][CH2:12][C:11]=4[C:14]=3[C:18]=2[C:19]2[CH:20]=[CH:21][CH:22]=[CH:23][CH:24]=2)=[O:34])[CH2:28][CH2:27]1. The yield is 0.480. (4) The reactants are [F:1][C:2]1[CH:7]=[CH:6][CH:5]=[CH:4][C:3]=1[N:8]1[C:16]2[C:11](=[C:12]([N:17]3[CH2:22][CH2:21][CH2:20][NH:19][C:18]3=[O:23])[CH:13]=[CH:14][CH:15]=2)[CH:10]=[N:9]1.[H-].[Na+].I[CH2:27][C:28]([O:30][CH2:31][CH3:32])=[O:29]. The catalyst is CN(C)C=O. The product is [F:1][C:2]1[CH:7]=[CH:6][CH:5]=[CH:4][C:3]=1[N:8]1[C:16]2[C:11](=[C:12]([N:17]3[CH2:22][CH2:21][CH2:20][N:19]([CH2:27][C:28]([O:30][CH2:31][CH3:32])=[O:29])[C:18]3=[O:23])[CH:13]=[CH:14][CH:15]=2)[CH:10]=[N:9]1. The yield is 0.730. (5) The reactants are Cl.[NH2:2][C@@H:3]([CH2:8][OH:9])[C:4]([O:6][CH3:7])=[O:5].C(N(CC)CC)C.[CH3:17][C:18]([O:21][C:22](O[C:22]([O:21][C:18]([CH3:20])([CH3:19])[CH3:17])=[O:23])=[O:23])([CH3:20])[CH3:19]. The catalyst is C(Cl)Cl. The product is [C:18]([O:21][C:22]([NH:2][C@@H:3]([CH2:8][OH:9])[C:4]([O:6][CH3:7])=[O:5])=[O:23])([CH3:20])([CH3:19])[CH3:17]. The yield is 0.940. (6) The reactants are [NH2:1][C:2]1[S:6][C:5](SC)=[N:4][C:3]=1[C:9]1[CH:14]=[CH:13][CH:12]=[CH:11][CH:10]=1.Cl[C:16]1C=CC=C(C(OO)=O)C=1.[S:26]([O-:30])([O-])(=[O:28])=S.[Na+].[Na+].C(=O)(O)[O-].[Na+]. The catalyst is ClCCl. The product is [NH2:1][C:2]1[S:6][C:5]([S:26]([CH3:16])(=[O:30])=[O:28])=[N:4][C:3]=1[C:9]1[CH:10]=[CH:11][CH:12]=[CH:13][CH:14]=1. The yield is 0.260.